This data is from Forward reaction prediction with 1.9M reactions from USPTO patents (1976-2016). The task is: Predict the product of the given reaction. (1) The product is: [C:25]([O:29][C:30](=[O:31])[N:1]([CH2:23][CH2:22][C:21](=[O:24])[NH:20][O:19][CH2:12][C:13]1[CH:18]=[CH:17][CH:16]=[CH:15][CH:14]=1)[C@@H:2]([CH2:10][OH:11])[CH2:3][C:4]1[CH:5]=[CH:6][CH:7]=[CH:8][CH:9]=1)([CH3:28])([CH3:27])[CH3:26]. Given the reactants [NH2:1][C@@H:2]([CH2:10][OH:11])[CH2:3][C:4]1[CH:9]=[CH:8][CH:7]=[CH:6][CH:5]=1.[CH2:12]([O:19][NH:20][C:21](=[O:24])[CH:22]=[CH2:23])[C:13]1[CH:18]=[CH:17][CH:16]=[CH:15][CH:14]=1.[C:25]([O:29][C:30](O[C:30]([O:29][C:25]([CH3:28])([CH3:27])[CH3:26])=[O:31])=[O:31])([CH3:28])([CH3:27])[CH3:26], predict the reaction product. (2) Given the reactants [CH3:1][O:2][C:3]1[CH:26]=[CH:25][C:6]([C:7]([CH:9]2[CH2:14][CH2:13][N:12]([CH:15]3[CH2:19][CH2:18][N:17]([CH2:20][C:21](O)=[O:22])[C:16]3=[O:24])[CH2:11][CH2:10]2)=[O:8])=[CH:5][CH:4]=1.Br.[N:28]1[N:29]=[C:30]([NH2:36])[N:31]2[CH2:35][CH2:34][S:33][C:32]=12.C(N(C(C)C)CC)(C)C.CN(C(ON1N=NC2C=CC=NC1=2)=[N+](C)C)C.F[P-](F)(F)(F)(F)F, predict the reaction product. The product is: [N:28]1[N:29]=[C:30]([NH:36][C:21](=[O:22])[CH2:20][N:17]2[CH2:18][CH2:19][CH:15]([N:12]3[CH2:13][CH2:14][CH:9]([C:7](=[O:8])[C:6]4[CH:25]=[CH:26][C:3]([O:2][CH3:1])=[CH:4][CH:5]=4)[CH2:10][CH2:11]3)[C:16]2=[O:24])[N:31]2[CH2:35][CH2:34][S:33][C:32]=12. (3) Given the reactants [Br:1][C:2]1[CH:7]=[CH:6][C:5]([CH2:8][CH2:9][NH:10][CH2:11][C@@H:12]([C:14]2[CH:19]=[CH:18][CH:17]=[C:16]([Cl:20])[CH:15]=2)[OH:13])=[CH:4][CH:3]=1.N1C=CN=C1.[Si:26](Cl)([C:29]([CH3:32])([CH3:31])[CH3:30])([CH3:28])[CH3:27].[C:34](O[C:34]([O:36][C:37]([CH3:40])([CH3:39])[CH3:38])=[O:35])([O:36][C:37]([CH3:40])([CH3:39])[CH3:38])=[O:35], predict the reaction product. The product is: [Br:1][C:2]1[CH:7]=[CH:6][C:5]([CH2:8][CH2:9][N:10]([CH2:11][C@H:12]([O:13][Si:26]([C:29]([CH3:32])([CH3:31])[CH3:30])([CH3:28])[CH3:27])[C:14]2[CH:19]=[CH:18][CH:17]=[C:16]([Cl:20])[CH:15]=2)[C:34](=[O:35])[O:36][C:37]([CH3:40])([CH3:39])[CH3:38])=[CH:4][CH:3]=1. (4) Given the reactants [Br:1][C:2]1[CH:3]=[C:4]([NH:9][C:10]2[C:19]3[C:14](=[CH:15][N:16]=[C:17](F)[CH:18]=3)[N:13]=[CH:12][C:11]=2[C:21]#[N:22])[CH:5]=[CH:6][C:7]=1[CH3:8].[N:23]1[CH:28]=[CH:27][CH:26]=[C:25]([CH2:29][NH2:30])[CH:24]=1, predict the reaction product. The product is: [Br:1][C:2]1[CH:3]=[C:4]([NH:9][C:10]2[C:19]3[C:14](=[CH:15][N:16]=[C:17]([NH:30][CH2:29][C:25]4[CH:24]=[N:23][CH:28]=[CH:27][CH:26]=4)[CH:18]=3)[N:13]=[CH:12][C:11]=2[C:21]#[N:22])[CH:5]=[CH:6][C:7]=1[CH3:8]. (5) Given the reactants [OH:1][CH2:2][C:3]1[CH:4]=[CH:5][C:6]2[N:7]([C:9]([C:12]([O:14][CH2:15][CH3:16])=[O:13])=[CH:10][N:11]=2)[CH:8]=1.N1C=CN=C1.[CH3:22][CH:23]([Si:25](Cl)([CH:29]([CH3:31])[CH3:30])[CH:26]([CH3:28])[CH3:27])[CH3:24], predict the reaction product. The product is: [CH:23]([Si:25]([CH:29]([CH3:31])[CH3:30])([CH:26]([CH3:28])[CH3:27])[O:1][CH2:2][C:3]1[CH:4]=[CH:5][C:6]2[N:7]([C:9]([C:12]([O:14][CH2:15][CH3:16])=[O:13])=[CH:10][N:11]=2)[CH:8]=1)([CH3:24])[CH3:22]. (6) Given the reactants [NH2:1][NH2:2].[Cl:3][C:4]1[CH:11]=[CH:10][C:7]([C:8]#[N:9])=[C:6](F)[CH:5]=1, predict the reaction product. The product is: [Cl:3][C:4]1[CH:11]=[C:10]2[C:7]([C:8]([NH2:9])=[N:1][NH:2]2)=[CH:6][CH:5]=1. (7) Given the reactants Br[C:2]1[CH:7]=[CH:6][C:5]2[O:8][CH2:9][O:10][C:4]=2[CH:3]=1.CCCCCC.C([Li])CCC.C(OC([N:27]1[CH2:32][CH2:31][C:30](=[O:33])[CH2:29][CH2:28]1)=O)C.O, predict the reaction product. The product is: [O:8]1[C:5]2[CH:6]=[CH:7][C:2]([C:30]3([OH:33])[CH2:31][CH2:32][NH:27][CH2:28][CH2:29]3)=[CH:3][C:4]=2[O:10][CH2:9]1. (8) Given the reactants [Cl:1][C:2]1[CH:3]=[C:4]([CH:27]=[C:28]([Cl:31])[C:29]=1[Cl:30])[CH2:5][N:6]1[CH:10]=[C:9]([C:11]2[N:12]=[C:13]3[S:19][C:18]([S:20][CH2:21][C:22]([O:24]CC)=[O:23])=[N:17][C:14]3=[N:15][CH:16]=2)[N:8]=[N:7]1.[OH-].[Na+], predict the reaction product. The product is: [Cl:31][C:28]1[CH:27]=[C:4]([CH:3]=[C:2]([Cl:1])[C:29]=1[Cl:30])[CH2:5][N:6]1[CH:10]=[C:9]([C:11]2[N:12]=[C:13]3[S:19][C:18]([S:20][CH2:21][C:22]([OH:24])=[O:23])=[N:17][C:14]3=[N:15][CH:16]=2)[N:8]=[N:7]1. (9) The product is: [Br:1][C:2]1[CH:3]=[C:4]([O:13][CH3:14])[C:5]([O:11][CH3:12])=[C:6]([C:7](=[O:9])[CH3:15])[CH:10]=1. Given the reactants [Br:1][C:2]1[CH:3]=[C:4]([O:13][CH3:14])[C:5]([O:11][CH3:12])=[C:6]([CH:10]=1)[C:7]([OH:9])=O.[C:15](N)(=O)C1C=CC=CC=1, predict the reaction product.